From a dataset of NCI-60 drug combinations with 297,098 pairs across 59 cell lines. Regression. Given two drug SMILES strings and cell line genomic features, predict the synergy score measuring deviation from expected non-interaction effect. (1) Drug 1: CS(=O)(=O)C1=CC(=C(C=C1)C(=O)NC2=CC(=C(C=C2)Cl)C3=CC=CC=N3)Cl. Drug 2: CN(C)N=NC1=C(NC=N1)C(=O)N. Cell line: IGROV1. Synergy scores: CSS=12.5, Synergy_ZIP=-5.24, Synergy_Bliss=2.27, Synergy_Loewe=-1.46, Synergy_HSA=2.27. (2) Drug 1: CC1CCC2CC(C(=CC=CC=CC(CC(C(=O)C(C(C(=CC(C(=O)CC(OC(=O)C3CCCCN3C(=O)C(=O)C1(O2)O)C(C)CC4CCC(C(C4)OC)OP(=O)(C)C)C)C)O)OC)C)C)C)OC. Drug 2: CC1CC(C(C(C=C(C(C(C=CC=C(C(=O)NC2=CC(=O)C(=C(C1)C2=O)OC)C)OC)OC(=O)N)C)C)O)OC. Cell line: HCT116. Synergy scores: CSS=36.5, Synergy_ZIP=1.47, Synergy_Bliss=1.44, Synergy_Loewe=1.61, Synergy_HSA=1.63.